Dataset: Catalyst prediction with 721,799 reactions and 888 catalyst types from USPTO. Task: Predict which catalyst facilitates the given reaction. (1) Reactant: Cl[C:2]1[CH:7]=[C:6]([Cl:8])[N:5]=[C:4]([NH:9][C@H:10]([C:12]2[CH:17]=[CH:16][C:15]([F:18])=[CH:14][CH:13]=2)[CH3:11])[N:3]=1.[NH:19]1[CH2:23][CH2:22][CH2:21][C:20]1=[O:24].P([O-])([O-])([O-])=O.[K+].[K+].[K+]. Product: [Cl:8][C:6]1[N:5]=[C:4]([NH:9][C@H:10]([C:12]2[CH:17]=[CH:16][C:15]([F:18])=[CH:14][CH:13]=2)[CH3:11])[N:3]=[C:2]([N:19]2[CH2:23][CH2:22][CH2:21][C:20]2=[O:24])[CH:7]=1. The catalyst class is: 12. (2) Reactant: [N:1]([CH:4]([C:7]1[N:8]=[C:9]2[CH:18]=[CH:17][CH:16]=[C:15]([CH3:19])[N:10]2[C:11](=[O:14])[C:12]=1I)[CH2:5][CH3:6])=[N+:2]=[N-:3].[C:20]1(B(O)O)[CH:25]=[CH:24][CH:23]=[CH:22][CH:21]=1.C(=O)([O-])[O-].[Na+].[Na+]. Product: [N:1]([CH:4]([C:7]1[N:8]=[C:9]2[CH:18]=[CH:17][CH:16]=[C:15]([CH3:19])[N:10]2[C:11](=[O:14])[C:12]=1[C:20]1[CH:25]=[CH:24][CH:23]=[CH:22][CH:21]=1)[CH2:5][CH3:6])=[N+:2]=[N-:3]. The catalyst class is: 667.